From a dataset of Forward reaction prediction with 1.9M reactions from USPTO patents (1976-2016). Predict the product of the given reaction. (1) Given the reactants [OH:1][CH2:2][CH2:3][CH2:4][CH2:5][C:6]1[N:7]([CH3:12])[C:8](=[S:11])[NH:9][N:10]=1.IC.Cl[CH2:16]Cl.C([O-])(O)=O.[Na+], predict the reaction product. The product is: [CH3:12][N:7]1[C:8]([S:11][CH3:16])=[N:9][N:10]=[C:6]1[CH2:5][CH2:4][CH2:3][CH2:2][OH:1]. (2) Given the reactants C(=O)([O-])[O-].[K+].[K+].[NH2:7][C:8]1[C:13]([OH:14])=[CH:12][CH:11]=[CH:10][N:9]=1.F[C:16]1[CH:23]=[CH:22][C:19]([C:20]#[N:21])=[CH:18][CH:17]=1, predict the reaction product. The product is: [NH2:7][C:8]1[C:13]([O:14][C:16]2[CH:23]=[CH:22][C:19]([C:20]#[N:21])=[CH:18][CH:17]=2)=[CH:12][CH:11]=[CH:10][N:9]=1. (3) Given the reactants [I:1][CH3:2].[F:3][C:4]1[CH:5]=[C:6]([NH:18][C:19]([NH2:21])=[S:20])[CH:7]=[C:8]([O:16][CH3:17])[C:9]=1[N:10]1[CH:14]=[N:13][C:12]([CH3:15])=[N:11]1, predict the reaction product. The product is: [IH:1].[F:3][C:4]1[CH:5]=[C:6]([NH:18][C:19]([S:20][CH3:2])=[NH:21])[CH:7]=[C:8]([O:16][CH3:17])[C:9]=1[N:10]1[CH:14]=[N:13][C:12]([CH3:15])=[N:11]1. (4) Given the reactants [CH2:1]([C:8]1[CH:9]=[N:10][C:11](Cl)=[N:12][CH:13]=1)[C:2]1[CH:7]=[CH:6][CH:5]=[CH:4][CH:3]=1.[OH:15][CH2:16][CH:17]1[NH:22][CH2:21][CH2:20][N:19]([C:23]([O:25][C:26]([CH3:29])([CH3:28])[CH3:27])=[O:24])[CH2:18]1.C(N(C(C)C)CC)(C)C, predict the reaction product. The product is: [CH2:1]([C:8]1[CH:9]=[N:10][C:11]([N:22]2[CH2:21][CH2:20][N:19]([C:23]([O:25][C:26]([CH3:27])([CH3:28])[CH3:29])=[O:24])[CH2:18][CH:17]2[CH2:16][OH:15])=[N:12][CH:13]=1)[C:2]1[CH:7]=[CH:6][CH:5]=[CH:4][CH:3]=1. (5) Given the reactants C1(S([N:10]2[C:14]3=[N:15][CH:16]=[C:17]([NH:19]C(=O)OC(C)(C)C)[CH:18]=[C:13]3[CH:12]=[C:11]2[C:27]#[C:28][CH2:29][F:30])(=O)=O)C=CC=CC=1.[OH-].[K+].[ClH:33], predict the reaction product. The product is: [F:30][CH2:29][C:28]#[C:27][C:11]1[NH:10][C:14]2=[N:15][CH:16]=[C:17]([NH2:19])[CH:18]=[C:13]2[CH:12]=1.[ClH:33]. (6) Given the reactants [CH3:1][C:2]1[CH:3]=[C:4]([N:21]2[C:25]([CH3:27])([CH3:26])[C:24](=[O:28])[NH:23][C:22]2=[O:29])[CH:5]=[C:6]([CH3:20])[C:7]=1/[CH:8]=[CH:9]/[S:10]([N:13]1[CH2:18][CH2:17][C:16](=O)[CH2:15][CH2:14]1)(=[O:12])=[O:11].[C-:30]#[N:31].[K+].C([O-])(=O)C.[NH4+:37], predict the reaction product. The product is: [NH2:37][C:16]1([C:30]#[N:31])[CH2:17][CH2:18][N:13]([S:10](/[CH:9]=[CH:8]/[C:7]2[C:6]([CH3:20])=[CH:5][C:4]([N:21]3[C:25]([CH3:26])([CH3:27])[C:24](=[O:28])[NH:23][C:22]3=[O:29])=[CH:3][C:2]=2[CH3:1])(=[O:12])=[O:11])[CH2:14][CH2:15]1. (7) Given the reactants C(OC(=O)[NH:7][C@@H:8]1[CH2:10][C@H:9]1[C:11]1[CH:16]=[CH:15][C:14]([NH:17][C:18]([C:20]2[CH:25]=[CH:24][CH:23]=[C:22]([N:26]3[CH2:31][CH2:30][CH2:29][CH2:28][CH2:27]3)[CH:21]=2)=[O:19])=[CH:13][CH:12]=1)(C)(C)C.[ClH:33].C(OCC)(=O)C, predict the reaction product. The product is: [ClH:33].[ClH:33].[NH2:7][C@@H:8]1[CH2:10][C@H:9]1[C:11]1[CH:12]=[CH:13][C:14]([NH:17][C:18](=[O:19])[C:20]2[CH:25]=[CH:24][CH:23]=[C:22]([N:26]3[CH2:31][CH2:30][CH2:29][CH2:28][CH2:27]3)[CH:21]=2)=[CH:15][CH:16]=1. (8) Given the reactants C(N(CC)CC)C.Cl.[O:9]=[C:10]1[CH:15]([N:16]2[C:24](=[O:25])[C:23]3[C:18](=[CH:19][CH:20]=[CH:21][C:22]=3[CH2:26][NH:27][CH3:28])[C:17]2=[O:29])[CH2:14][CH2:13][C:12](=[O:30])[NH:11]1.[CH:31]1([C:34](Cl)=[O:35])[CH2:33][CH2:32]1, predict the reaction product. The product is: [O:9]=[C:10]1[CH:15]([N:16]2[C:24](=[O:25])[C:23]3[C:18](=[CH:19][CH:20]=[CH:21][C:22]=3[CH2:26][N:27]([CH3:28])[C:34]([CH:31]3[CH2:33][CH2:32]3)=[O:35])[C:17]2=[O:29])[CH2:14][CH2:13][C:12](=[O:30])[NH:11]1. (9) Given the reactants Br[C:2]1[CH:20]=[CH:19][C:5]2[N:6]=[C:7]([C@H:9]3[CH2:12][C@H:11]([N:13]4[CH2:17][CH2:16][CH2:15][C@H:14]4[CH3:18])[CH2:10]3)[S:8][C:4]=2[CH:3]=1.[CH3:21][C:22]1[C:23](=[O:28])[NH:24][CH:25]=[CH:26][CH:27]=1.N1NC(=O)C=CC=1, predict the reaction product. The product is: [CH3:21][C:22]1[C:23](=[O:28])[N:24]([C:2]2[CH:20]=[CH:19][C:5]3[N:6]=[C:7]([C@H:9]4[CH2:10][C@H:11]([N:13]5[CH2:18][CH2:14][CH2:15][CH2:16][CH2:17]5)[CH2:12]4)[S:8][C:4]=3[CH:3]=2)[CH:25]=[CH:26][CH:27]=1. (10) Given the reactants [C:1]([N:8]1[CH2:11][C:10](=[O:12])[CH2:9]1)([O:3][C:4]([CH3:7])([CH3:6])[CH3:5])=[O:2].[F:13][C:14]1[CH:19]=[CH:18][C:17]([Mg]Br)=[CH:16][CH:15]=1, predict the reaction product. The product is: [F:13][C:14]1[CH:19]=[CH:18][C:17]([C:10]2([OH:12])[CH2:11][N:8]([C:1]([O:3][C:4]([CH3:7])([CH3:6])[CH3:5])=[O:2])[CH2:9]2)=[CH:16][CH:15]=1.